Dataset: TCR-epitope binding with 47,182 pairs between 192 epitopes and 23,139 TCRs. Task: Binary Classification. Given a T-cell receptor sequence (or CDR3 region) and an epitope sequence, predict whether binding occurs between them. (1) Result: 0 (the TCR does not bind to the epitope). The TCR CDR3 sequence is CASSRDRGSVREKLFF. The epitope is LLFNKVTLA. (2) Result: 1 (the TCR binds to the epitope). The epitope is SFHSLHLLF. The TCR CDR3 sequence is CASRVNRGGEQYF. (3) Result: 1 (the TCR binds to the epitope). The TCR CDR3 sequence is CASSVTGTGKWEQYF. The epitope is SFHSLHLLF. (4) The epitope is SEISMDNSPNL. The TCR CDR3 sequence is CASSPAWGGTQETQYF. Result: 0 (the TCR does not bind to the epitope). (5) The epitope is KMKDLSPRW. The TCR CDR3 sequence is CASSQGSGGETQYF. Result: 0 (the TCR does not bind to the epitope).